This data is from Forward reaction prediction with 1.9M reactions from USPTO patents (1976-2016). The task is: Predict the product of the given reaction. (1) Given the reactants [NH2:1][C:2]1[CH:14]=[C:13]([C:15]2[CH:20]=[CH:19][CH:18]=[CH:17][CH:16]=2)[CH:12]=[CH:11][C:3]=1[C:4]([O:6][C:7]([CH3:10])([CH3:9])[CH3:8])=[O:5].C1(P(C2CCCCC2)C2C=CC=CC=2C2C(C(C)C)=CC(C(C)C)=CC=2C(C)C)CCCCC1.C(=O)([O-])[O-].[Cs+].[Cs+].Br[C:62]1[CH:63]=[C:64]2[C:68](=[CH:69][CH:70]=1)[N:67]([C:71]([O:73][C:74]([CH3:77])([CH3:76])[CH3:75])=[O:72])[CH:66]=[CH:65]2, predict the reaction product. The product is: [C:74]([O:73][C:71]([N:67]1[C:68]2[C:64](=[CH:63][C:62]([NH:1][C:2]3[CH:14]=[C:13]([C:15]4[CH:16]=[CH:17][CH:18]=[CH:19][CH:20]=4)[CH:12]=[CH:11][C:3]=3[C:4]([O:6][C:7]([CH3:10])([CH3:9])[CH3:8])=[O:5])=[CH:70][CH:69]=2)[CH:65]=[CH:66]1)=[O:72])([CH3:77])([CH3:75])[CH3:76]. (2) Given the reactants [Br:1][C:2]1[CH:3]=[C:4]([CH:8]=[CH:9][CH:10]=1)[C:5]([OH:7])=O.Cl.Cl.[N:13]12[CH2:21][CH2:20][CH:17]([CH2:18][CH2:19]1)[NH:16][CH2:15][CH2:14]2.O.ON1C2C=CC=CC=2N=N1.F[B-](F)(F)F.N1(OC(N(C)C)=[N+](C)C)C2C=CC=CC=2N=N1.C(N(C(C)C)CC)(C)C.[OH-].[Na+], predict the reaction product. The product is: [Br:1][C:2]1[CH:3]=[C:4]([C:5]([N:16]2[CH:17]3[CH2:20][CH2:21][N:13]([CH2:19][CH2:18]3)[CH2:14][CH2:15]2)=[O:7])[CH:8]=[CH:9][CH:10]=1.